Dataset: Experimentally validated miRNA-target interactions with 360,000+ pairs, plus equal number of negative samples. Task: Binary Classification. Given a miRNA mature sequence and a target amino acid sequence, predict their likelihood of interaction. (1) The miRNA is hsa-miR-5187-5p with sequence UGGGAUGAGGGAUUGAAGUGGA. The protein sequence of the target gene is MQDAENVAVPEAAEERAEPGQQQPAAEPPPAEGLLRPAGPGAPEAAGTEASSEEVGIAEAGPESEVRTEPAAEAEAASGPSESPSPPAAEELPGSHAEPPVPAQGEAPGEQARDERSDSRAQAVSEDAGGNEGRAAEAEPRALENGDADEPSFSDPEDFVDDVSEEELLGDVLKDRPQEADGIDSVIVVDNVPQVGPDRLEKLKNVIHKIFSKFGKITNDFYPEEDGKTKGYIFLEYASPAHAVDAVKNADGYKLDKQHTFRVNLFTDFDKYMTISDEWDIPEKQPFKDLGNLRYWLEEA.... Result: 0 (no interaction). (2) The miRNA is hsa-miR-3116 with sequence UGCCUGGAACAUAGUAGGGACU. The protein sequence of the target gene is MKRPKLKKASKRMTCHKRYKIQKKVREHHRKLRKEAKKRGHKKPRKDPGVPNSAPFKEALLREAELRKQRLEELKQQQKLDRQKELEKKRKLETNPDIKPSNVEPMEKEFGLCKTENKAKSGKQNSKKLYCQELKKVIEASDVVLEVLDARDPLGCRCPQVEEAIVQSGQKKLVLILNKSDLVPKENLESWLNYLKKELPTVVFRASTKPKDKGKITKRVKAKKNAAPFRSEVCFGKEGLWKLLGGFQETCSKAIRVGVIGFPNVGKSSIINSLKQEQMCNVGVSMGLTRSMQVVPLDKQ.... Result: 1 (interaction). (3) The miRNA is hsa-miR-10b-3p with sequence ACAGAUUCGAUUCUAGGGGAAU. The protein sequence of the target gene is MELPSGPGPERLFDSHRLPGDCFLLLVLLLYAPVGFCLLVLRLFLGIHVFLVSCALPDSVLRRFVVRTMCAVLGLVARQEDSGLRDHSVRVLISNHVTPFDHNIVNLLTTCSTPLLNSPPSFVCWSRGFMEMNGRGELVESLKRFCASTRLPPTPLLLFPEEEATNGREGLLRFSSWPFSIQDVVQPLTLQVQRPLVSVTVSDASWVSELLWSLFVPFTVYQVRWLRPVHRQLGEANEEFALRVQQLVAKELGQTGTRLTPADKAEHMKRQRHPRLRPQSAQSSFPPSPGPSPDVQLATL.... Result: 0 (no interaction). (4) The miRNA is cel-miR-229-5p with sequence AAUGACACUGGUUAUCUUUUCCAUCG. The protein sequence of the target gene is MDMLDPGLDPASSATAAAAASHDKGPEAEEGVELQEGGDGPGAEEQTAVAIASVQQAAFGDHNIQYQFRTESNGGQVTYRVVQVTDGQLDGQGDAAGAVSVVSTAAFAGGQQAVTQVGVDGAAQRPGPAAASVPTGPAAPFPLAVIQNPFSNGGSPAAEAVSGEARFAYFPASSVGDTTAVSVQTTDQSLQAGGQFYVMMTPQDVLQTGTQRTIAPRTHPYSPKIDGTRTPRDERRRAQHNEVERRRRDKINNWIVQLSKIIPDCHADNSKTGASKGGILSKACDYIRELRQTNQRMQET.... Result: 0 (no interaction). (5) The miRNA is hsa-miR-4698 with sequence UCAAAAUGUAGAGGAAGACCCCA. The protein sequence of the target gene is MDVLASYSIFQELQLVHDTGYFSALPSLEETWQQTCLELERYLQTEPRRISETFGEDLDCFLHASPPPCIEESFRRLDPLLLPVEAAICEKSSAVDILLSRDKLLSETCLSLQPASSSLDSYTAVNQAQLNAVTSLTPPSSPELSRHLVKTSQTLSAVDGTVTLKLVAKKAALSSVKVGGVATAAAAVTAAGAVKSGQSDSDQGGLGAEACPENKKRVHRCQFNGCRKVYTKSSHLKAHQRTHTGEKPYKCSWEGCEWRFARSDELTRHYRKHTGAKPFKCNHCDRCFSRSDHLALHMKR.... Result: 0 (no interaction). (6) The miRNA is hsa-miR-4652-5p with sequence AGGGGACUGGUUAAUAGAACUA. The protein sequence of the target gene is MDEPPFSEAALEQALGEPCDLDAALLTDIEDMLQLINNQDSDFPGLFDPPYAGSGAGGTDPASPDTSSPGSLSPPPATLSSSLEAFLSGPQAAPSPLSPPQPAPTPLKMYPSMPAFSPGPGIKEESVPLSILQTPTPQPLPGALLPQSFPAPAPPQFSSTPVLGYPSPPGGFSTGSPPGNTQQPLPGLPLASPPGVPPVSLHTQVQSVVPQQLLTVTAAPTAAPVTTTVTSQIQQVPVLLQPHFIKADSLLLTAMKTDGATVKAAGLSPLVSGTTVQTGPLPTLVSGGTILATVPLVVDA.... Result: 0 (no interaction). (7) The miRNA is mmu-miR-343 with sequence UCUCCCUUCAUGUGCCCAGA. The protein sequence of the target gene is MFAAIQPGLAEGAQYPGSLPPGVCQPDLQPDNNSNFVESAKDANKNWHGVPGKVDPILIRSSSESPSDNQVFQATRLPEAGVRSPPEGAEIPGAEPEKLSGASSVCSPLEDIGYASSSLSIDSFSSSPEPVCDTPRGPSPLDPLLPSVAQAVQQLQAQERYKEQEKEKHHAHLVMYRRLALLQWIRALQHQLVDQQARLQESFDTILDNRKELIRCLQQREAPCRHQDQG. Result: 1 (interaction).